This data is from Reaction yield outcomes from USPTO patents with 853,638 reactions. The task is: Predict the reaction yield, written as a fraction of the theoretical maximum amount of product (1.0 means a 100% yield; for example, 0.34 means a 34% yield). (1) The reactants are [Cl:1][C:2]1[C:7]([N+:8]([O-])=O)=[CH:6][C:5]([Cl:11])=[CH:4][N:3]=1.[CH:12]([Mg]Br)=[CH2:13].[Cl-].[NH4+]. The catalyst is O1CCCC1. The product is [Cl:11][C:5]1[CH:4]=[N:3][C:2]([Cl:1])=[C:7]2[NH:8][CH:12]=[CH:13][C:6]=12. The yield is 0.230. (2) The reactants are [F:1][C:2]1[CH:9]=[CH:8][C:7]([C:10]([F:13])([F:12])[F:11])=[CH:6][C:3]=1[CH:4]=O.[C:14]([NH:17][NH2:18])([NH2:16])=[NH:15].[ClH:19]. No catalyst specified. The product is [ClH:19].[F:1][C:2]1[CH:9]=[CH:8][C:7]([C:10]([F:13])([F:12])[F:11])=[CH:6][C:3]=1[CH:4]=[N:18][NH:17][C:14]([NH2:16])=[NH:15]. The yield is 0.750. (3) The reactants are [CH3:1][C:2]1[C:7]([O:8][C:9]2[CH:14]=[CH:13][N:12]=[C:11]([C:15]3[CH:16]=[N:17][N:18]([CH3:20])[CH:19]=3)[CH:10]=2)=[CH:6][N:5]=[C:4](N)[CH:3]=1.[I:22]CI.C(ON=O)(C)(C)C. The catalyst is CCOC(C)=O. The product is [I:22][C:4]1[CH:3]=[C:2]([CH3:1])[C:7]([O:8][C:9]2[CH:14]=[CH:13][N:12]=[C:11]([C:15]3[CH:16]=[N:17][N:18]([CH3:20])[CH:19]=3)[CH:10]=2)=[CH:6][N:5]=1. The yield is 0.590. (4) The reactants are [CH3:1][C:2]1[C:7]([O:8][C:9]2[C:10]([NH:22][C:23]3[S:27][N:26]=[C:25]([C@@:28]4([CH3:35])[CH2:32][O:31]C(C)(C)[O:29]4)[N:24]=3)=[N:11][CH:12]=[C:13]([S:15][C:16]3[CH:21]=[CH:20][CH:19]=[CH:18][N:17]=3)[CH:14]=2)=[CH:6][CH:5]=[CH:4][N:3]=1.[ClH:36]. The catalyst is CCO. The product is [ClH:36].[CH3:1][C:2]1[C:7]([O:8][C:9]2[C:10]([NH:22][C:23]3[S:27][N:26]=[C:25]([C@@:28]([OH:29])([CH3:35])[CH2:32][OH:31])[N:24]=3)=[N:11][CH:12]=[C:13]([S:15][C:16]3[CH:21]=[CH:20][CH:19]=[CH:18][N:17]=3)[CH:14]=2)=[CH:6][CH:5]=[CH:4][N:3]=1. The yield is 0.639. (5) The reactants are Cl[C:2]1[C:3]2[N:4]([CH:14]=[N:15][C:16]=2[CH3:17])[C:5]2[N:11]=[C:10]([O:12][CH3:13])[CH:9]=[CH:8][C:6]=2[N:7]=1.[CH3:18][Mg+].[Br-].[NH4+].[Cl-]. The catalyst is C1COCC1. The product is [CH3:13][O:12][C:10]1[CH:9]=[CH:8][C:6]2[N:7]=[C:2]([CH3:18])[C:3]3[N:4]([CH:14]=[N:15][C:16]=3[CH3:17])[C:5]=2[N:11]=1. The yield is 0.700. (6) The reactants are [C:1]1([C:10]2[C:5](=[N:6][CH:7]=[CH:8][CH:9]=2)[CH2:4][O:3]1)=[O:2].[Br:11][C:12]1[CH:13]=[C:14]([OH:18])[CH:15]=[CH:16][CH:17]=1.CO.C[O-].[Na+].CN(C=O)C. The catalyst is C1(C)C(C)=CC=CC=1.C1(C)C=CC=CC=1.O. The product is [Br:11][C:12]1[CH:13]=[C:14]([CH:15]=[CH:16][CH:17]=1)[O:18][CH2:4][C:5]1[N:6]=[CH:7][CH:8]=[CH:9][C:10]=1[C:1]([OH:3])=[O:2]. The yield is 0.490. (7) The reactants are C([O:3][C:4]([C:6]1[CH:7]=[N:8][C:9]2[C:14]([C:15]=1[NH:16][CH2:17][C:18]1[CH:23]=[CH:22][C:21]([O:24][CH3:25])=[C:20]([Cl:26])[CH:19]=1)=[CH:13][C:12]([C:27]#[N:28])=[CH:11][CH:10]=2)=[O:5])C.C1COCC1.[OH-].[Na+].Cl. The catalyst is C(O)C.CO. The product is [Cl:26][C:20]1[CH:19]=[C:18]([CH2:17][NH:16][C:15]2[C:14]3[C:9](=[CH:10][CH:11]=[C:12]([C:27]#[N:28])[CH:13]=3)[N:8]=[CH:7][C:6]=2[C:4]([OH:5])=[O:3])[CH:23]=[CH:22][C:21]=1[O:24][CH3:25]. The yield is 1.00.